From a dataset of Forward reaction prediction with 1.9M reactions from USPTO patents (1976-2016). Predict the product of the given reaction. (1) Given the reactants [CH3:1][O:2][C:3]1[CH:22]=[CH:21][C:6]([CH2:7][C@@H:8]2[C:12]3=[N:13][C:14]4[CH:19]=[CH:18][CH:17]=[CH:16][C:15]=4[N:11]3[C:10](=[O:20])[NH:9]2)=[CH:5][CH:4]=1.[CH:23]1([CH2:29][NH2:30])[CH2:28][CH2:27][CH2:26][CH2:25][CH2:24]1.C(O)(C(F)(F)F)=O, predict the reaction product. The product is: [NH:11]1[C:19]2[CH:18]=[CH:17][CH:16]=[CH:15][C:14]=2[N:13]=[C:12]1[C@H:8]([NH:9][C:10]([NH:30][CH2:29][CH:23]1[CH2:28][CH2:27][CH2:26][CH2:25][CH2:24]1)=[O:20])[CH2:7][C:6]1[CH:21]=[CH:22][C:3]([O:2][CH3:1])=[CH:4][CH:5]=1. (2) Given the reactants Br[C:2]1[CH:3]=[C:4]([C:17]2[CH:22]=[C:21]([O:23][CH3:24])[C:20]([O:25][CH3:26])=[C:19]([O:27][CH3:28])[CH:18]=2)[N:5]([S:7]([C:10]2[CH:15]=[CH:14][C:13]([CH3:16])=[CH:12][CH:11]=2)(=[O:9])=[O:8])[CH:6]=1.C([Li])(C)(C)C.CN([CH:37]=[O:38])C, predict the reaction product. The product is: [C:13]1([CH3:16])[CH:14]=[CH:15][C:10]([S:7]([N:5]2[CH:6]=[C:2]([CH:37]=[O:38])[CH:3]=[C:4]2[C:17]2[CH:22]=[C:21]([O:23][CH3:24])[C:20]([O:25][CH3:26])=[C:19]([O:27][CH3:28])[CH:18]=2)(=[O:9])=[O:8])=[CH:11][CH:12]=1. (3) Given the reactants F[C:2]1[CH:9]=[CH:8][C:5]([C:6]#[N:7])=[C:4]([C:10]([F:13])([F:12])[F:11])[CH:3]=1.[F:14][C:15]([F:20])([F:19])[CH2:16][CH2:17][NH2:18].CCN(C(C)C)C(C)C, predict the reaction product. The product is: [F:11][C:10]([F:13])([F:12])[C:4]1[CH:3]=[C:2]([NH:18][CH2:17][CH2:16][C:15]([F:20])([F:19])[F:14])[CH:9]=[CH:8][C:5]=1[C:6]#[N:7]. (4) Given the reactants [O:1]=[C:2]1[C:7]2[S:8][CH:9]=[C:10]([C:11]([OH:13])=O)[C:6]=2[CH2:5][CH2:4][CH2:3]1.[CH:14]1[C:19]([CH2:20][CH:21]([NH2:25])[C:22]([OH:24])=[O:23])=[CH:18][CH:17]=[C:16]([F:26])[CH:15]=1, predict the reaction product. The product is: [F:26][C:16]1[CH:15]=[CH:14][C:19]([CH2:20][CH:21]([NH:25][C:11]([C:10]2[C:6]3[CH2:5][CH2:4][CH2:3][C:2](=[O:1])[C:7]=3[S:8][CH:9]=2)=[O:13])[C:22]([OH:24])=[O:23])=[CH:18][CH:17]=1. (5) Given the reactants [NH:1]1[C:5]2[CH:6]=[CH:7][CH:8]=[CH:9][C:4]=2[N:3]=[C:2]1[C:10]1[CH:19]=[CH:18][C:13]([C:14]([O:16][CH3:17])=O)=[CH:12][CH:11]=1.[CH3:20][O:21][C:22](=[O:27])[C@H:23](CO)[NH2:24], predict the reaction product. The product is: [NH:1]1[C:5]2[CH:6]=[CH:7][CH:8]=[CH:9][C:4]=2[N:3]=[C:2]1[C:10]1[CH:19]=[CH:18][C:13]([C:14]2[O:16][CH:17]=[C:23]([C:22]([O:21][CH3:20])=[O:27])[N:24]=2)=[CH:12][CH:11]=1. (6) The product is: [Cl:1][C:2]1[CH:3]=[C:4]2[C:8](=[CH:9][CH:10]=1)[NH:7][CH:6]=[C:5]2[C:11]([Cl:16])=[O:13]. Given the reactants [Cl:1][C:2]1[CH:3]=[C:4]2[C:8](=[CH:9][CH:10]=1)[NH:7][CH:6]=[C:5]2[C:11]([OH:13])=O.S(Cl)([Cl:16])=O, predict the reaction product. (7) Given the reactants [C:1]1([C:7]2[S:11][C:10]([C:12]([O:14]C)=O)=[C:9]([NH:16][C:17]([NH:19]C(=O)C(Cl)(Cl)Cl)=[O:18])[CH:8]=2)[CH:6]=[CH:5][CH:4]=[CH:3][CH:2]=1.C[Al](C)C.[NH:30]1[CH2:36][CH2:35][CH2:34][CH2:33][C@H:32]([NH2:37])[CH2:31]1.[C@H](O)(C([O-])=O)[C@@H](O)C([O-])=O.[Na+].[K+], predict the reaction product. The product is: [NH:30]1[CH2:36][CH2:35][CH2:34][CH2:33][C@H:32]([NH:37][C:12]([C:10]2[S:11][C:7]([C:1]3[CH:2]=[CH:3][CH:4]=[CH:5][CH:6]=3)=[CH:8][C:9]=2[NH:16][C:17]([NH2:19])=[O:18])=[O:14])[CH2:31]1.